This data is from Peptide-MHC class II binding affinity with 134,281 pairs from IEDB. The task is: Regression. Given a peptide amino acid sequence and an MHC pseudo amino acid sequence, predict their binding affinity value. This is MHC class II binding data. (1) The peptide sequence is GIHTVFGSAFQGLFG. The MHC is DRB1_0405 with pseudo-sequence DRB1_0405. The binding affinity (normalized) is 0.175. (2) The peptide sequence is ETDTYPDKLPFKN. The MHC is HLA-DQA10501-DQB10301 with pseudo-sequence HLA-DQA10501-DQB10301. The binding affinity (normalized) is 0.0176. (3) The peptide sequence is AAATAGTTVYRAFAA. The MHC is HLA-DQA10501-DQB10301 with pseudo-sequence HLA-DQA10501-DQB10301. The binding affinity (normalized) is 0.611.